This data is from Reaction yield outcomes from USPTO patents with 853,638 reactions. The task is: Predict the reaction yield, written as a fraction of the theoretical maximum amount of product (1.0 means a 100% yield; for example, 0.34 means a 34% yield). The reactants are [CH3:1][O:2][C:3]1[CH:4]=[C:5]2[C:9](=[CH:10][CH:11]=1)[NH:8][CH:7]=[C:6]2[CH:12]=[O:13].[CH3:14]C1(C=O)C2C(=CC=CC=2)NC1. No catalyst specified. The product is [CH3:1][O:2][C:3]1[CH:4]=[C:5]2[C:9](=[CH:10][CH:11]=1)[N:8]([CH3:14])[CH:7]=[C:6]2[CH:12]=[O:13]. The yield is 0.920.